The task is: Predict the product of the given reaction.. This data is from Forward reaction prediction with 1.9M reactions from USPTO patents (1976-2016). (1) Given the reactants O[O:2][S:3]([O-:5])=[O:4].[K+].C([O-])(=O)C.[K+].[CH2:12]([O:19][C@@H:20]1[C@@H:25]([O:26][CH2:27][C:28]2[CH:33]=[CH:32][CH:31]=[CH:30][CH:29]=2)[C@H:24]([O:34][C:35](=[O:49])[CH2:36][CH2:37][NH:38][C:39]([O:41][CH2:42][C:43]2[CH:48]=[CH:47][CH:46]=[CH:45][CH:44]=2)=[O:40])[C@@H:23]([CH2:50]C(=S)C)[O:22][C@@H:21]1[O:54][CH2:55][CH:56]([OH:78])[CH2:57][O:58][C:59](=[O:77])[CH2:60][CH2:61][CH2:62][CH2:63][CH2:64][CH2:65][CH2:66][CH2:67][CH2:68][CH2:69][CH2:70][CH2:71][CH2:72][CH2:73][CH2:74][CH2:75][CH3:76])[C:13]1[CH:18]=[CH:17][CH:16]=[CH:15][CH:14]=1.C(O)(=O)C, predict the reaction product. The product is: [CH2:12]([O:19][C@@H:20]1[C@@H:25]([O:26][CH2:27][C:28]2[CH:33]=[CH:32][CH:31]=[CH:30][CH:29]=2)[C@H:24]([O:34][C:35](=[O:49])[CH2:36][CH2:37][NH:38][C:39]([O:41][CH2:42][C:43]2[CH:44]=[CH:45][CH:46]=[CH:47][CH:48]=2)=[O:40])[C@@H:23]([CH2:50][S:3]([OH:5])(=[O:4])=[O:2])[O:22][C@@H:21]1[O:54][CH2:55][CH:56]([OH:78])[CH2:57][O:58][C:59](=[O:77])[CH2:60][CH2:61][CH2:62][CH2:63][CH2:64][CH2:65][CH2:66][CH2:67][CH2:68][CH2:69][CH2:70][CH2:71][CH2:72][CH2:73][CH2:74][CH2:75][CH3:76])[C:13]1[CH:14]=[CH:15][CH:16]=[CH:17][CH:18]=1. (2) Given the reactants [NH2:1][C:2]1[C:3](=[O:17])[N:4]([CH3:16])[CH2:5][C:6]([C:9]2[CH:14]=[CH:13][CH:12]=[C:11](Br)[CH:10]=2)([CH3:8])[N:7]=1.[C:18]([C:20]1[CH:21]=[C:22](B(O)O)[CH:23]=[CH:24][CH:25]=1)#[N:19].C([O-])([O-])=O.[K+].[K+], predict the reaction product. The product is: [NH2:1][C:2]1[C:3](=[O:17])[N:4]([CH3:16])[CH2:5][C:6]([C:9]2[CH:10]=[C:11]([C:24]3[CH:23]=[CH:22][CH:21]=[C:20]([C:18]#[N:19])[CH:25]=3)[CH:12]=[CH:13][CH:14]=2)([CH3:8])[N:7]=1. (3) Given the reactants [C:1]([CH2:3][C:4]([OH:6])=O)#[N:2].[NH2:7][CH2:8][C:9]1[CH:10]=[CH:11][C:12]([Cl:15])=[N:13][CH:14]=1.Cl.CN(C)CCCN=C=NCC.Cl, predict the reaction product. The product is: [Cl:15][C:12]1[N:13]=[CH:14][C:9]([CH2:8][NH:7][C:4](=[O:6])[CH2:3][C:1]#[N:2])=[CH:10][CH:11]=1. (4) Given the reactants [Cl:1][C:2]1[CH:3]=[C:4]([NH:9][C:10](=[O:12])[CH3:11])[CH:5]=[C:6]([F:8])[CH:7]=1.[Br:13]Br, predict the reaction product. The product is: [Br:13][C:7]1[C:6]([F:8])=[CH:5][C:4]([NH:9][C:10](=[O:12])[CH3:11])=[CH:3][C:2]=1[Cl:1].